This data is from Peptide-MHC class I binding affinity with 185,985 pairs from IEDB/IMGT. The task is: Regression. Given a peptide amino acid sequence and an MHC pseudo amino acid sequence, predict their binding affinity value. This is MHC class I binding data. The MHC is HLA-B57:01 with pseudo-sequence HLA-B57:01. The binding affinity (normalized) is 0.213. The peptide sequence is SQQPVQMLY.